This data is from CYP3A4 substrate classification data from Carbon-Mangels et al.. The task is: Regression/Classification. Given a drug SMILES string, predict its absorption, distribution, metabolism, or excretion properties. Task type varies by dataset: regression for continuous measurements (e.g., permeability, clearance, half-life) or binary classification for categorical outcomes (e.g., BBB penetration, CYP inhibition). Dataset: cyp3a4_substrate_carbonmangels. (1) The drug is CN(C)CCCN1c2ccccc2Sc2ccccc21. The result is 1 (substrate). (2) The drug is CC(C)C[C@@H](NC(=O)[C@@H](Cc1ccccc1)NC(=O)c1cnccn1)B(O)O. The result is 1 (substrate). (3) The compound is CCOc1cc(N)c(Cl)cc1C(=O)NC[C@@H]1CN(Cc2ccc(F)cc2)CCO1. The result is 1 (substrate). (4) The compound is COC(F)(F)C(Cl)Cl. The result is 1 (substrate). (5) The compound is C#C[C@]1(O)CC[C@H]2[C@@H]3CCc4cc(O)ccc4[C@H]3CC[C@@]21C. The result is 1 (substrate). (6) The compound is CNC(=O)Oc1cc(C)c(SC)c(C)c1. The result is 1 (substrate). (7) The compound is CCOC(=O)C1=C(COCCN)NC(C)=C(C(=O)OC)[C@@H]1c1ccccc1Cl. The result is 1 (substrate). (8) The result is 0 (non-substrate). The compound is Cc1cc2c(s1)Nc1ccccc1N=C2N1CCN(C)CC1.